Dataset: Catalyst prediction with 721,799 reactions and 888 catalyst types from USPTO. Task: Predict which catalyst facilitates the given reaction. (1) Reactant: [Si:1]([O:8][CH2:9][C:10]1([CH2:13][OH:14])[CH2:12][CH2:11]1)([C:4]([CH3:7])([CH3:6])[CH3:5])([CH3:3])[CH3:2].C(N(CC)CC)C.[CH3:22][S:23](Cl)(=[O:25])=[O:24]. Product: [CH3:22][S:23]([O:14][CH2:13][C:10]1([CH2:9][O:8][Si:1]([C:4]([CH3:7])([CH3:6])[CH3:5])([CH3:3])[CH3:2])[CH2:11][CH2:12]1)(=[O:25])=[O:24]. The catalyst class is: 34. (2) Reactant: N([O-])=O.[Na+].[F:5][C:6]([F:15])([F:14])[C:7]1[CH:8]=[C:9]([CH:11]=[CH:12][CH:13]=1)N.[CH:16]([C:18]([CH3:20])=[O:19])=[CH2:17].C([O-])(O)=O.[Na+].[ClH:26]. Product: [Cl:26][CH:16]([CH2:17][C:9]1[CH:11]=[CH:12][CH:13]=[C:7]([C:6]([F:15])([F:14])[F:5])[CH:8]=1)[C:18](=[O:19])[CH3:20]. The catalyst class is: 283. (3) Reactant: [CH:1](=O)[C:2]1[CH:12]=[C:9]([O:10][CH3:11])[C:7]([OH:8])=[C:4]([O:5][CH3:6])[CH:3]=1.[NH:14]1[CH2:20][C:18](=[O:19])[NH:17][C:15]1=[O:16].C([O-])(=O)C.[Na+]. Product: [OH:8][C:7]1[C:9]([O:10][CH3:11])=[CH:12][C:2](/[CH:1]=[C:20]2/[C:18](=[O:19])[NH:17][C:15](=[O:16])[NH:14]/2)=[CH:3][C:4]=1[O:5][CH3:6]. The catalyst class is: 15.